From a dataset of Full USPTO retrosynthesis dataset with 1.9M reactions from patents (1976-2016). Predict the reactants needed to synthesize the given product. (1) Given the product [F:1][C:2]1[CH:24]=[CH:23][C:5]([O:6][C:7]2[CH:8]=[C:9]3[C:13](=[CH:14][C:15]=2[C:16]([N:18]2[CH2:42][CH2:43][N:38]([CH3:37])[CH2:39][CH2:40]2)=[O:17])[N:12]([CH2:19][CH:20]([CH3:22])[CH3:21])[N:11]=[CH:10]3)=[CH:4][CH:3]=1, predict the reactants needed to synthesize it. The reactants are: [F:1][C:2]1[CH:24]=[CH:23][C:5]([O:6][C:7]2[CH:8]=[C:9]3[C:13](=[CH:14][C:15]=2[C:16]([NH2:18])=[O:17])[N:12]([CH2:19][CH:20]([CH3:22])[CH3:21])[N:11]=[CH:10]3)=[CH:4][CH:3]=1.C(N1C=CN=C1)(N1C=CN=C1)=O.[CH3:37][N:38]1[CH2:43][CH2:42]N[CH2:40][CH2:39]1. (2) Given the product [C:10]([C:2]1[CH:7]=[CH:6][C:5]([O:8][CH3:9])=[CH:4][N:3]=1)([CH3:12])=[CH2:11], predict the reactants needed to synthesize it. The reactants are: Br[C:2]1[CH:7]=[CH:6][C:5]([O:8][CH3:9])=[CH:4][N:3]=1.[C:10](B1OC(C)(C)C(C)(C)O1)([CH3:12])=[CH2:11].C(=O)([O-])[O-].[Na+].[Na+].